This data is from Reaction yield outcomes from USPTO patents with 853,638 reactions. The task is: Predict the reaction yield, written as a fraction of the theoretical maximum amount of product (1.0 means a 100% yield; for example, 0.34 means a 34% yield). The reactants are [CH2:1](O)[CH2:2][CH:3]=[CH2:4].C(N(CC)CC)C.CS(Cl)(=O)=O.[CH:18]([C:21]1[C:26](=[O:27])[NH:25][C:24](=[O:28])[NH:23][C:22]=1[C:29]([C:31]1[CH:32]=[C:33]([CH:36]=[C:37]([CH3:39])[CH:38]=1)[C:34]#[N:35])=[O:30])([CH3:20])[CH3:19].C(=O)([O-])[O-].[K+].[K+].[I-].[Li+]. The catalyst is C(Cl)(Cl)Cl.ClCCl.CN(C=O)C. The product is [CH2:4]([N:23]1[C:22]([C:29]([C:31]2[CH:32]=[C:33]([CH:36]=[C:37]([CH3:39])[CH:38]=2)[C:34]#[N:35])=[O:30])=[C:21]([CH:18]([CH3:20])[CH3:19])[C:26](=[O:27])[NH:25][C:24]1=[O:28])[CH2:3][CH:2]=[CH2:1]. The yield is 0.300.